Regression. Given two drug SMILES strings and cell line genomic features, predict the synergy score measuring deviation from expected non-interaction effect. From a dataset of NCI-60 drug combinations with 297,098 pairs across 59 cell lines. (1) Drug 1: CC1=C2C(C(=O)C3(C(CC4C(C3C(C(C2(C)C)(CC1OC(=O)C(C(C5=CC=CC=C5)NC(=O)OC(C)(C)C)O)O)OC(=O)C6=CC=CC=C6)(CO4)OC(=O)C)OC)C)OC. Drug 2: C#CCC(CC1=CN=C2C(=N1)C(=NC(=N2)N)N)C3=CC=C(C=C3)C(=O)NC(CCC(=O)O)C(=O)O. Cell line: IGROV1. Synergy scores: CSS=24.6, Synergy_ZIP=2.36, Synergy_Bliss=0.917, Synergy_Loewe=0.0594, Synergy_HSA=0.964. (2) Drug 1: CN1C(=O)N2C=NC(=C2N=N1)C(=O)N. Drug 2: C1=CN(C=N1)CC(O)(P(=O)(O)O)P(=O)(O)O. Cell line: RPMI-8226. Synergy scores: CSS=0.836, Synergy_ZIP=-6.27, Synergy_Bliss=-16.6, Synergy_Loewe=-6.95, Synergy_HSA=-12.8. (3) Drug 1: C1=CC(=CC=C1CCCC(=O)O)N(CCCl)CCCl. Drug 2: CCCCC(=O)OCC(=O)C1(CC(C2=C(C1)C(=C3C(=C2O)C(=O)C4=C(C3=O)C=CC=C4OC)O)OC5CC(C(C(O5)C)O)NC(=O)C(F)(F)F)O. Cell line: SN12C. Synergy scores: CSS=6.99, Synergy_ZIP=-10.9, Synergy_Bliss=-8.51, Synergy_Loewe=-7.25, Synergy_HSA=-7.11. (4) Drug 1: C1CN(P(=O)(OC1)NCCCl)CCCl. Drug 2: N.N.Cl[Pt+2]Cl. Cell line: MCF7. Synergy scores: CSS=26.9, Synergy_ZIP=-2.20, Synergy_Bliss=-0.438, Synergy_Loewe=-29.5, Synergy_HSA=-0.271. (5) Drug 1: COC1=C(C=C2C(=C1)N=CN=C2NC3=CC(=C(C=C3)F)Cl)OCCCN4CCOCC4. Drug 2: C1=NC2=C(N=C(N=C2N1C3C(C(C(O3)CO)O)F)Cl)N. Cell line: NCI-H226. Synergy scores: CSS=35.3, Synergy_ZIP=0.816, Synergy_Bliss=7.76, Synergy_Loewe=10.0, Synergy_HSA=10.0.